From a dataset of Catalyst prediction with 721,799 reactions and 888 catalyst types from USPTO. Predict which catalyst facilitates the given reaction. (1) Reactant: [N+:1]([C:4]1[CH:5]=[CH:6][C:7]([C:10]2[CH:11]=[C:12]([CH:18]=[CH:19][CH:20]=2)[C:13]([O:15][CH2:16][CH3:17])=[O:14])=[N:8][CH:9]=1)([O-])=O. Product: [NH2:1][C:4]1[CH:5]=[CH:6][C:7]([C:10]2[CH:11]=[C:12]([CH:18]=[CH:19][CH:20]=2)[C:13]([O:15][CH2:16][CH3:17])=[O:14])=[N:8][CH:9]=1. The catalyst class is: 29. (2) Reactant: [OH-].[Na+].[Cl:3][CH:4]([CH2:8][CH2:9][CH2:10][CH2:11][CH2:12][CH2:13][CH2:14][CH2:15][CH2:16][CH2:17][CH2:18][CH2:19][CH2:20][CH2:21][CH2:22][CH3:23])[C:5]([OH:7])=[O:6].[N+]([O-])([O-])=O.[Ag+:28].[Ag].[Na]. Product: [Cl:3][CH:4]([CH2:8][CH2:9][CH2:10][CH2:11][CH2:12][CH2:13][CH2:14][CH2:15][CH2:16][CH2:17][CH2:18][CH2:19][CH2:20][CH2:21][CH2:22][CH3:23])[C:5]([O-:7])=[O:6].[Ag+:28]. The catalyst class is: 72. (3) Reactant: [CH2:1]([O:8][C:9]1[CH:14]=[CH:13][CH:12]=[C:11]([NH:15][C:16]([O:18]C2C=CC=CC=2)=O)[CH:10]=1)[C:2]1[CH:7]=[CH:6][CH:5]=[CH:4][CH:3]=1.[C:25]([O:29][C:30]([NH:32][C:33]1[CH:38]=[CH:37][CH:36]=[CH:35][C:34]=1[NH:39][C:40](=[O:55])[C:41]1[CH:46]=[CH:45][C:44]([CH2:47][NH:48][CH2:49][CH2:50][CH2:51][N:52]([CH3:54])[CH3:53])=[CH:43][CH:42]=1)=[O:31])([CH3:28])([CH3:27])[CH3:26].O. Product: [CH2:1]([O:8][C:9]1[CH:10]=[C:11]([NH:15][C:16](=[O:18])[N:48]([CH2:47][C:44]2[CH:45]=[CH:46][C:41]([C:40]([NH:39][C:34]3[CH:35]=[CH:36][CH:37]=[CH:38][C:33]=3[NH:32][C:30]([O:29][C:25]([CH3:26])([CH3:28])[CH3:27])=[O:31])=[O:55])=[CH:42][CH:43]=2)[CH2:49][CH2:50][CH2:51][N:52]([CH3:53])[CH3:54])[CH:12]=[CH:13][CH:14]=1)[C:2]1[CH:3]=[CH:4][CH:5]=[CH:6][CH:7]=1. The catalyst class is: 16.